From a dataset of Catalyst prediction with 721,799 reactions and 888 catalyst types from USPTO. Predict which catalyst facilitates the given reaction. Reactant: [Br:1][C:2]1[CH:7]=[CH:6][C:5]([NH2:8])=[C:4]([F:9])[CH:3]=1.[F:10][C:11]1[CH:16]=[CH:15][C:14]([C:17]([F:20])([F:19])[F:18])=[CH:13][C:12]=1[N:21]=[C:22]=[O:23]. Product: [Br:1][C:2]1[CH:7]=[CH:6][C:5]([NH:8][C:22]([NH:21][C:12]2[CH:13]=[C:14]([C:17]([F:18])([F:20])[F:19])[CH:15]=[CH:16][C:11]=2[F:10])=[O:23])=[C:4]([F:9])[CH:3]=1. The catalyst class is: 2.